From a dataset of Full USPTO retrosynthesis dataset with 1.9M reactions from patents (1976-2016). Predict the reactants needed to synthesize the given product. (1) Given the product [CH:22]1([N:12]([CH3:17])[C:13]([N:1]2[CH:5]=[C:4]([C:6]3[CH:7]=[N:8][CH:9]=[CH:10][CH:11]=3)[N:3]=[CH:2]2)=[O:36])[CH2:23][CH2:24][CH2:25][CH2:26][CH2:27]1, predict the reactants needed to synthesize it. The reactants are: [NH:1]1[CH:5]=[C:4]([C:6]2[CH:7]=[N:8][CH:9]=[CH:10][CH:11]=2)[N:3]=[CH:2]1.[N:12]1[CH:17]=CC=C[CH:13]=1.ClC(O[C:22]1[CH:27]=[CH:26][CH:25]=[CH:24][CH:23]=1)=O.CNC1CCCCC1.[O:36]1CCCC1. (2) Given the product [Cl:1][C:2]1[C:3](/[CH:16]=[C:17](\[CH2:23][CH2:24][CH3:25])/[C:18]([OH:20])=[O:19])=[C:4]([O:14][CH3:15])[C:5]2[C:10]([C:11]=1[O:12][CH3:13])=[CH:9][CH:8]=[CH:7][CH:6]=2, predict the reactants needed to synthesize it. The reactants are: [Cl:1][C:2]1[C:3](/[CH:16]=[C:17](\[CH2:23][CH2:24][CH3:25])/[C:18]([O:20]CC)=[O:19])=[C:4]([O:14][CH3:15])[C:5]2[C:10]([C:11]=1[O:12][CH3:13])=[CH:9][CH:8]=[CH:7][CH:6]=2.COC1C2C(=CC=CC=2)C(OC)=CC=1/C=C(\C)/C(O)=O. (3) Given the product [C:28]([C:25]1[CH:24]=[CH:23][C:22]([S:19]([NH:18][C:12]2[CH:13]=[CH:14][C:15]([Cl:17])=[CH:16][C:11]=2[N:9]2[CH:10]=[C:6]([CH2:4][OH:3])[CH:7]=[N:8]2)(=[O:21])=[O:20])=[CH:27][CH:26]=1)([CH3:31])([CH3:29])[CH3:30], predict the reactants needed to synthesize it. The reactants are: C([O:3][C:4]([C:6]1[CH:7]=[N:8][N:9]([C:11]2[CH:16]=[C:15]([Cl:17])[CH:14]=[CH:13][C:12]=2[NH:18][S:19]([C:22]2[CH:27]=[CH:26][C:25]([C:28]([CH3:31])([CH3:30])[CH3:29])=[CH:24][CH:23]=2)(=[O:21])=[O:20])[CH:10]=1)=O)C.[H-].[H-].[H-].[H-].[Li+].[Al+3].[O-]S([O-])(=O)=O.[Na+].[Na+]. (4) Given the product [ClH:49].[C:40]([N:37]1[CH2:36][CH2:35][CH:34]([C:32]2[CH:31]=[CH:30][C:29]([C:44]([NH2:45])=[O:46])=[C:28]([NH:27][C:24]3[CH:25]=[CH:26][C:21]([C:20]([N:17]4[CH2:18][CH2:19][N:14]([C:12](=[O:13])[CH2:11][CH2:10][CH2:9][CH2:8][NH2:7])[CH2:15][CH2:16]4)=[O:47])=[CH:22][CH:23]=3)[N:33]=2)[CH2:39][CH2:38]1)(=[O:43])[CH:41]=[CH2:42], predict the reactants needed to synthesize it. The reactants are: C(OC(=O)[NH:7][CH2:8][CH2:9][CH2:10][CH2:11][C:12]([N:14]1[CH2:19][CH2:18][N:17]([C:20](=[O:47])[C:21]2[CH:26]=[CH:25][C:24]([NH:27][C:28]3[N:33]=[C:32]([CH:34]4[CH2:39][CH2:38][N:37]([C:40](=[O:43])[CH:41]=[CH2:42])[CH2:36][CH2:35]4)[CH:31]=[CH:30][C:29]=3[C:44](=[O:46])[NH2:45])=[CH:23][CH:22]=2)[CH2:16][CH2:15]1)=[O:13])(C)(C)C.[ClH:49]. (5) Given the product [Br:19][CH2:16][C:15]([C:7]1([CH3:14])[CH2:6][CH2:5][C:4]2[C:9](=[C:10]([CH3:13])[C:11]([CH3:12])=[C:2]([OH:1])[C:3]=2[CH3:18])[O:8]1)=[O:17], predict the reactants needed to synthesize it. The reactants are: [OH:1][C:2]1[C:3]([CH3:18])=[C:4]2[C:9](=[C:10]([CH3:13])[C:11]=1[CH3:12])[O:8][C:7]([C:15](=[O:17])[CH3:16])([CH3:14])[CH2:6][CH2:5]2.[Br:19]Br. (6) Given the product [CH3:1][C:2]1([CH3:21])[O:3][CH2:4][CH:5]([N:8]2[C:13](=[O:14])[CH:12]=[N:11][C:10]3[CH:15]=[CH:16][C:17]([O:19][CH3:20])=[N:18][C:9]2=3)[CH2:6][O:7]1, predict the reactants needed to synthesize it. The reactants are: [CH3:1][C:2]1([CH3:21])[O:7][CH2:6][CH:5]([N:8]2[C:13](=[O:14])[CH2:12][NH:11][C:10]3[CH:15]=[CH:16][C:17]([O:19][CH3:20])=[N:18][C:9]2=3)[CH2:4][O:3]1. (7) Given the product [F:35][C:33]([F:34])([F:36])[C:32]1[N:26]2[N:25]=[C:24]([N:4]3[CH2:5][CH2:6][N:1]([C:7]([O:9][C:10]([CH3:13])([CH3:12])[CH3:11])=[O:8])[CH2:2][CH2:3]3)[CH:29]=[CH:28][C:27]2=[N:30][N:31]=1, predict the reactants needed to synthesize it. The reactants are: [N:1]1([C:7]([O:9][C:10]([CH3:13])([CH3:12])[CH3:11])=[O:8])[CH2:6][CH2:5][NH:4][CH2:3][CH2:2]1.C(N(C(C)C)CC)(C)C.Cl[C:24]1[CH:29]=[CH:28][C:27]2=[N:30][N:31]=[C:32]([C:33]([F:36])([F:35])[F:34])[N:26]2[N:25]=1.